From a dataset of Forward reaction prediction with 1.9M reactions from USPTO patents (1976-2016). Predict the product of the given reaction. (1) Given the reactants [CH:1]1[C:10]2[C:5](=[CH:6][CH:7]=[CH:8][CH:9]=2)[CH:4]=[CH:3][C:2]=1[O:11][C:12]1[CH:20]=[CH:19][C:15]([C:16]([OH:18])=O)=[CH:14][CH:13]=1.C(Cl)(=O)C(Cl)=O.[C:27](#[N:35])[C:28]1[C:29](=[CH:31][CH:32]=[CH:33][CH:34]=1)[NH2:30].C(N(CC)CC)C, predict the reaction product. The product is: [CH:1]1[C:10]2[C:5](=[CH:6][CH:7]=[CH:8][CH:9]=2)[CH:4]=[CH:3][C:2]=1[O:11][C:12]1[CH:13]=[CH:14][C:15]([C:16]([NH:30][C:29]2[CH:31]=[CH:32][CH:33]=[CH:34][C:28]=2[C:27]#[N:35])=[O:18])=[CH:19][CH:20]=1. (2) Given the reactants [CH3:1][O:2][C:3](=[O:53])[CH2:4][C@H:5]([O:45][Si](C(C)(C)C)(C)C)[CH2:6][C:7](=[O:44])[CH:8]=[CH:9][C:10]1[N:11]([CH:41]([CH3:43])[CH3:42])[C:12]([C:28](=[O:40])[NH:29][C:30]2[CH:35]=[CH:34][CH:33]=[C:32]([S:36](=[O:39])(=[O:38])[NH2:37])[CH:31]=2)=[C:13]([C:22]2[CH:27]=[CH:26][CH:25]=[CH:24][CH:23]=2)[C:14]=1[C:15]1[CH:20]=[CH:19][C:18]([F:21])=[CH:17][CH:16]=1.F, predict the reaction product. The product is: [CH3:1][O:2][C:3](=[O:53])[CH2:4][C@H:5]([OH:45])[CH2:6][C:7](=[O:44])[CH:8]=[CH:9][C:10]1[N:11]([CH:41]([CH3:42])[CH3:43])[C:12]([C:28](=[O:40])[NH:29][C:30]2[CH:35]=[CH:34][CH:33]=[C:32]([S:36](=[O:38])(=[O:39])[NH2:37])[CH:31]=2)=[C:13]([C:22]2[CH:27]=[CH:26][CH:25]=[CH:24][CH:23]=2)[C:14]=1[C:15]1[CH:16]=[CH:17][C:18]([F:21])=[CH:19][CH:20]=1. (3) Given the reactants C([N+:8]1[CH:17]=[CH:16][C:15]2[C:14]3[N:18]([CH3:31])[C:19]([C:24]4[CH:29]=[CH:28][CH:27]=[CH:26][C:25]=4[CH3:30])=[C:20]([C:21](=[O:23])[NH2:22])[C:13]=3[CH2:12][CH2:11][C:10]=2[CH:9]=1)C1C=CC=CC=1.[Br-].CC(C)([O-])C.[K+], predict the reaction product. The product is: [CH3:31][N:18]1[C:14]2[C:15]3[CH:16]=[CH:17][N:8]=[CH:9][C:10]=3[CH2:11][CH2:12][C:13]=2[C:20]([C:21]([NH2:22])=[O:23])=[C:19]1[C:24]1[CH:29]=[CH:28][CH:27]=[CH:26][C:25]=1[CH3:30].